This data is from Full USPTO retrosynthesis dataset with 1.9M reactions from patents (1976-2016). The task is: Predict the reactants needed to synthesize the given product. Given the product [ClH:83].[ClH:83].[NH2:13][C:9]1[C:8]([C:14]#[C:15][C:16]2[CH:21]=[CH:20][CH:19]=[CH:18][N:17]=2)=[C:7]([O:6][C:5]2[CH:22]=[CH:23][C:2]([NH:1][C:36]([NH:35][C:33](=[O:34])[CH2:32][C:29]3[CH:30]=[CH:31][C:26]([F:25])=[CH:27][CH:28]=3)=[O:37])=[CH:3][C:4]=2[F:24])[CH:12]=[CH:11][N:10]=1, predict the reactants needed to synthesize it. The reactants are: [NH2:1][C:2]1[CH:23]=[CH:22][C:5]([O:6][C:7]2[CH:12]=[CH:11][N:10]=[C:9]([NH2:13])[C:8]=2[C:14]#[C:15][C:16]2[CH:21]=[CH:20][CH:19]=[CH:18][N:17]=2)=[C:4]([F:24])[CH:3]=1.[F:25][C:26]1[CH:31]=[CH:30][C:29]([CH2:32][C:33]([N:35]=[C:36]=[O:37])=[O:34])=[CH:28][CH:27]=1.COC1C=CC(CNC2N=CN=C(OC3C=CC(NC(NC(=O)CC4C=CC(F)=CC=4)=O)=CC=3F)C=2)=CC=1.C(O)(C(F)(F)F)=O.[ClH:83].